Dataset: Full USPTO retrosynthesis dataset with 1.9M reactions from patents (1976-2016). Task: Predict the reactants needed to synthesize the given product. (1) Given the product [Cl:1][C:2]1[CH:11]=[CH:10][C:5]2[N:6]([CH:26]([CH3:32])[C:27]([OH:29])=[O:28])[C:7](=[N:9][C:17](=[O:18])[C:16]3[CH:20]=[CH:21][CH:22]=[C:14]([C:13]([F:24])([F:23])[F:12])[CH:15]=3)[S:8][C:4]=2[CH:3]=1, predict the reactants needed to synthesize it. The reactants are: [Cl:1][C:2]1[CH:11]=[CH:10][C:5]2[N:6]=[C:7]([NH2:9])[S:8][C:4]=2[CH:3]=1.[F:12][C:13]([F:24])([F:23])[C:14]1[CH:15]=[C:16]([CH:20]=[CH:21][CH:22]=1)[C:17](Cl)=[O:18].Br[CH:26]([CH3:32])[C:27]([O:29]CC)=[O:28].COC1C=CC2N=C(N)SC=2C=1.ClC1C=C(C=CC=1)C(Cl)=O.BrCC(OCC)=O. (2) Given the product [CH3:22][O:23][C:24]1[CH:29]=[CH:28][C:27]([CH2:30][C:31]([N:7]([CH2:6][C:5]2[CH:4]=[CH:3][C:2]([Cl:1])=[CH:21][CH:20]=2)[CH:8]2[CH2:13][CH2:12][N:11]([C:14](=[O:19])[C:15]([F:16])([F:17])[F:18])[CH2:10][CH2:9]2)=[O:32])=[CH:26][CH:25]=1, predict the reactants needed to synthesize it. The reactants are: [Cl:1][C:2]1[CH:21]=[CH:20][C:5]([CH2:6][NH:7][CH:8]2[CH2:13][CH2:12][N:11]([C:14](=[O:19])[C:15]([F:18])([F:17])[F:16])[CH2:10][CH2:9]2)=[CH:4][CH:3]=1.[CH3:22][O:23][C:24]1[CH:29]=[CH:28][C:27]([CH2:30][C:31](Cl)=[O:32])=[CH:26][CH:25]=1. (3) Given the product [C:1]([O:5][C:6]([N:8]1[CH:13]([CH2:14][CH3:15])[CH2:12][CH:11]([N:16]([CH2:34][C:35]2[CH:40]=[C:39]([C:41]([F:43])([F:42])[F:44])[CH:38]=[C:37]([C:45]([F:46])([F:47])[F:48])[CH:36]=2)[C:17]2[N:22]=[CH:21][C:20]([N:23]3[CH2:24][CH2:25][CH:26]([C:29]([OH:31])=[O:30])[CH2:27][CH2:28]3)=[CH:19][N:18]=2)[CH2:10][CH:9]1[CH2:49][C:50]1[CH:51]=[CH:52][CH:53]=[CH:54][CH:55]=1)=[O:7])([CH3:2])([CH3:3])[CH3:4], predict the reactants needed to synthesize it. The reactants are: [C:1]([O:5][C:6]([N:8]1[CH:13]([CH2:14][CH3:15])[CH2:12][CH:11]([N:16]([CH2:34][C:35]2[CH:40]=[C:39]([C:41]([F:44])([F:43])[F:42])[CH:38]=[C:37]([C:45]([F:48])([F:47])[F:46])[CH:36]=2)[C:17]2[N:22]=[CH:21][C:20]([N:23]3[CH2:28][CH2:27][CH:26]([C:29]([O:31]CC)=[O:30])[CH2:25][CH2:24]3)=[CH:19][N:18]=2)[CH2:10][CH:9]1[CH2:49][C:50]1[CH:55]=[CH:54][CH:53]=[CH:52][CH:51]=1)=[O:7])([CH3:4])([CH3:3])[CH3:2].[OH-].[Na+].CCO.